This data is from NCI-60 drug combinations with 297,098 pairs across 59 cell lines. The task is: Regression. Given two drug SMILES strings and cell line genomic features, predict the synergy score measuring deviation from expected non-interaction effect. (1) Drug 1: C1CCC(CC1)NC(=O)N(CCCl)N=O. Drug 2: C1=C(C(=O)NC(=O)N1)N(CCCl)CCCl. Cell line: NCI-H226. Synergy scores: CSS=15.9, Synergy_ZIP=-8.92, Synergy_Bliss=-4.54, Synergy_Loewe=-5.96, Synergy_HSA=-2.59. (2) Drug 1: C1C(C(OC1N2C=C(C(=O)NC2=O)F)CO)O. Drug 2: CC(C)(C#N)C1=CC(=CC(=C1)CN2C=NC=N2)C(C)(C)C#N. Cell line: UO-31. Synergy scores: CSS=14.5, Synergy_ZIP=-3.48, Synergy_Bliss=4.42, Synergy_Loewe=-6.14, Synergy_HSA=1.78. (3) Drug 1: C1=C(C(=O)NC(=O)N1)N(CCCl)CCCl. Drug 2: C(CCl)NC(=O)N(CCCl)N=O. Cell line: OVCAR-8. Synergy scores: CSS=19.5, Synergy_ZIP=-5.65, Synergy_Bliss=-0.0482, Synergy_Loewe=-10.2, Synergy_HSA=-0.429. (4) Drug 2: C#CCC(CC1=CN=C2C(=N1)C(=NC(=N2)N)N)C3=CC=C(C=C3)C(=O)NC(CCC(=O)O)C(=O)O. Cell line: ACHN. Drug 1: CC1=C(C=C(C=C1)NC2=NC=CC(=N2)N(C)C3=CC4=NN(C(=C4C=C3)C)C)S(=O)(=O)N.Cl. Synergy scores: CSS=11.4, Synergy_ZIP=-2.69, Synergy_Bliss=2.85, Synergy_Loewe=2.31, Synergy_HSA=2.47. (5) Drug 1: COC1=NC(=NC2=C1N=CN2C3C(C(C(O3)CO)O)O)N. Drug 2: CC(C)NC(=O)C1=CC=C(C=C1)CNNC.Cl. Cell line: EKVX. Synergy scores: CSS=-1.40, Synergy_ZIP=2.43, Synergy_Bliss=2.49, Synergy_Loewe=1.15, Synergy_HSA=-1.68. (6) Drug 1: CC12CCC(CC1=CCC3C2CCC4(C3CC=C4C5=CN=CC=C5)C)O. Drug 2: C1CCN(CC1)CCOC2=CC=C(C=C2)C(=O)C3=C(SC4=C3C=CC(=C4)O)C5=CC=C(C=C5)O. Cell line: CCRF-CEM. Synergy scores: CSS=8.57, Synergy_ZIP=1.84, Synergy_Bliss=6.91, Synergy_Loewe=3.23, Synergy_HSA=3.34. (7) Synergy scores: CSS=32.0, Synergy_ZIP=1.01, Synergy_Bliss=3.79, Synergy_Loewe=-36.7, Synergy_HSA=2.51. Drug 2: C1=CC=C(C(=C1)C(C2=CC=C(C=C2)Cl)C(Cl)Cl)Cl. Drug 1: CCC1(CC2CC(C3=C(CCN(C2)C1)C4=CC=CC=C4N3)(C5=C(C=C6C(=C5)C78CCN9C7C(C=CC9)(C(C(C8N6C=O)(C(=O)OC)O)OC(=O)C)CC)OC)C(=O)OC)O.OS(=O)(=O)O. Cell line: NCI-H522.